Dataset: Full USPTO retrosynthesis dataset with 1.9M reactions from patents (1976-2016). Task: Predict the reactants needed to synthesize the given product. (1) Given the product [CH3:1][O:2][C:3](=[O:8])[CH:4]([CH:5]1[O:28][N:27]=[C:26]([C:25]2[CH:24]=[CH:23][C:22]([O:21][CH2:20][C:18]3[C:17]4[C:12](=[CH:13][CH:14]=[CH:15][CH:16]=4)[N:11]=[C:10]([CH3:9])[CH:19]=3)=[CH:30][CH:29]=2)[CH2:6]1)[CH3:7], predict the reactants needed to synthesize it. The reactants are: [CH3:1][O:2][C:3](=[O:8])[CH:4]([CH3:7])[CH:5]=[CH2:6].[CH3:9][C:10]1[CH:19]=[C:18]([CH2:20][O:21][C:22]2[CH:30]=[CH:29][C:25]([CH:26]=[N:27][OH:28])=[CH:24][CH:23]=2)[C:17]2[C:12](=[CH:13][CH:14]=[CH:15][CH:16]=2)[N:11]=1. (2) Given the product [C:30]([CH:2]1[CH2:1][N:15]([NH:16][C:20]([C:19]2[N:15]([C:12]3[CH:11]=[CH:10][C:9]([O:8][CH3:7])=[CH:14][CH:13]=3)[N:16]=[C:17]([S:23][CH3:24])[CH:18]=2)=[O:22])[CH2:12][CH2:11]1)(=[O:31])[C:29]1[CH:28]=[CH:27][CH:26]=[CH:38][CH:37]=1, predict the reactants needed to synthesize it. The reactants are: [C:1](Cl)(=O)[C:2](Cl)=O.[CH3:7][O:8][C:9]1[CH:14]=[CH:13][C:12]([N:15]2[C:19]([C:20]([OH:22])=O)=[CH:18][C:17]([S:23][CH3:24])=[N:16]2)=[CH:11][CH:10]=1.N[C:26]1[CH:38]=[CH:37][C:29]([C:30](N2CCCC2)=[O:31])=[CH:28][CH:27]=1. (3) Given the product [CH3:1][C:2]1[CH:7]=[CH:6][C:5]([S:8]([O:11][CH2:12][CH:13]2[CH2:17][C:16]3[CH:18]=[C:19]([CH3:23])[CH:20]=[C:21]([C:24]4[CH:29]=[CH:28][CH:27]=[CH:26][CH:25]=4)[C:15]=3[O:14]2)(=[O:10])=[O:9])=[CH:4][CH:3]=1, predict the reactants needed to synthesize it. The reactants are: [CH3:1][C:2]1[CH:7]=[CH:6][C:5]([S:8]([O:11][CH2:12][CH:13]2[CH2:17][C:16]3[CH:18]=[C:19]([CH3:23])[CH:20]=[C:21](Br)[C:15]=3[O:14]2)(=[O:10])=[O:9])=[CH:4][CH:3]=1.[C:24]1(B(O)O)[CH:29]=[CH:28][CH:27]=[CH:26][CH:25]=1. (4) Given the product [Br:1][C:2]1[CH:9]=[CH:8][C:5]([CH2:6][Br:18])=[CH:4][C:3]=1[O:10][CH:11]1[CH2:16][CH2:15][CH2:14][CH2:13][O:12]1, predict the reactants needed to synthesize it. The reactants are: [Br:1][C:2]1[CH:9]=[CH:8][C:5]([CH2:6]O)=[CH:4][C:3]=1[O:10][CH:11]1[CH2:16][CH2:15][CH2:14][CH2:13][O:12]1.C(Br)(Br)(Br)[Br:18].N1C=CC=CC=1.C1(P(C2C=CC=CC=2)C2C=CC=CC=2)C=CC=CC=1.